This data is from Forward reaction prediction with 1.9M reactions from USPTO patents (1976-2016). The task is: Predict the product of the given reaction. Given the reactants [NH2:1][C:2]1[N:7]=[CH:6][C:5]([C:8]([CH3:12])([CH3:11])[C:9]#[N:10])=[CH:4][CH:3]=1.Br[C:14]1[C:15](=[O:22])[N:16]([CH3:21])[CH:17]=[C:18]([Br:20])[CH:19]=1.CC1(C)C2C(=C(P(C3C=CC=CC=3)C3C=CC=CC=3)C=CC=2)OC2C(P(C3C=CC=CC=3)C3C=CC=CC=3)=CC=CC1=2.C(=O)([O-])[O-].[Cs+].[Cs+], predict the reaction product. The product is: [Br:20][C:18]1[CH:19]=[C:14]([NH:1][C:2]2[N:7]=[CH:6][C:5]([C:8]([CH3:12])([CH3:11])[C:9]#[N:10])=[CH:4][CH:3]=2)[C:15](=[O:22])[N:16]([CH3:21])[CH:17]=1.